From a dataset of Reaction yield outcomes from USPTO patents with 853,638 reactions. Predict the reaction yield, written as a fraction of the theoretical maximum amount of product (1.0 means a 100% yield; for example, 0.34 means a 34% yield). The reactants are [NH2:1][C:2]1[C:7]([NH2:8])=[C:6]([NH:9][C@@H:10]2[C@@H:15]3[CH2:16][C@@H:12]([CH:13]=[CH:14]3)[C@@H:11]2[C:17]([NH2:19])=[O:18])[C:5]([Cl:20])=[CH:4][N:3]=1.[CH3:21][N:22]1[CH2:27][CH2:26][N:25]([C:28](=[O:39])[CH2:29][O:30][C:31]2[CH:38]=[CH:37][C:34]([CH:35]=O)=[CH:33][CH:32]=2)[CH2:24][CH2:23]1. No catalyst specified. The product is [Cl:20][C:5]1[C:6]([NH:9][C@@H:10]2[C@@H:15]3[CH2:16][C@@H:12]([CH:13]=[CH:14]3)[C@@H:11]2[C:17]([NH2:19])=[O:18])=[C:7]2[N:8]=[C:35]([C:34]3[CH:33]=[CH:32][C:31]([O:30][CH2:29][C:28]([N:25]4[CH2:24][CH2:23][N:22]([CH3:21])[CH2:27][CH2:26]4)=[O:39])=[CH:38][CH:37]=3)[NH:1][C:2]2=[N:3][CH:4]=1. The yield is 0.260.